From a dataset of Catalyst prediction with 721,799 reactions and 888 catalyst types from USPTO. Predict which catalyst facilitates the given reaction. (1) Reactant: Br[CH2:2][CH2:3][CH2:4][CH2:5][CH2:6][CH2:7][C:8]([O:10][CH2:11][CH3:12])=[O:9].[CH3:13][N:14]([CH3:19])[CH2:15][CH2:16][NH:17][CH3:18]. Product: [CH3:13][N:14]([CH3:19])[CH2:15][CH2:16][N:17]([CH3:18])[CH2:2][CH2:3][CH2:4][CH2:5][CH2:6][CH2:7][C:8]([O:10][CH2:11][CH3:12])=[O:9]. The catalyst class is: 14. (2) Reactant: CN1C=CN=C1.[Li+].[Cl-].[CH:9]([C:11]1[CH:20]=[CH:19][C:14]([C:15]([O:17][CH3:18])=[O:16])=[CH:13][N:12]=1)=[O:10].[CH3:21][O:22][C:23]([O:27][Si](C)(C)C)=[C:24]([CH3:26])[CH3:25]. Product: [OH:10][CH:9]([C:11]1[CH:20]=[CH:19][C:14]([C:15]([O:17][CH3:18])=[O:16])=[CH:13][N:12]=1)[C:24]([CH3:26])([CH3:25])[C:23]([O:22][CH3:21])=[O:27]. The catalyst class is: 3. (3) Reactant: [CH:1]1([NH:4][C:5](=[O:36])[NH:6][C:7]2[CH:12]=[CH:11][C:10]([C:13]3[N:14]=[C:15]([N:29]4[CH2:34][CH2:33][O:32][CH2:31][C@@H:30]4[CH3:35])[C:16]4[CH2:21][N:20](C(OC(C)(C)C)=O)[CH2:19][C:17]=4[N:18]=3)=[CH:9][CH:8]=2)[CH2:3][CH2:2]1.C(O)(C(F)(F)F)=O.CC1C=CC(S(O)(=O)=O)=CC=1. Product: [CH:1]1([NH:4][C:5]([NH:6][C:7]2[CH:8]=[CH:9][C:10]([C:13]3[N:14]=[C:15]([N:29]4[CH2:34][CH2:33][O:32][CH2:31][C@@H:30]4[CH3:35])[C:16]4[CH2:21][NH:20][CH2:19][C:17]=4[N:18]=3)=[CH:11][CH:12]=2)=[O:36])[CH2:2][CH2:3]1. The catalyst class is: 61. (4) Product: [OH:12][CH:5]1[CH2:6][CH2:7][NH:8][C:9]2[N:10]=[CH:11][C:2]([C:25]3[CH:24]=[CH:23][C:22]([C:20]([N:17]4[CH2:18][CH2:19][N:14]([CH3:13])[CH2:15][CH2:16]4)=[O:21])=[CH:27][CH:26]=3)=[CH:3][C:4]1=2. The catalyst class is: 125. Reactant: Br[C:2]1[CH:3]=[C:4]2[C:9](=[N:10][CH:11]=1)[NH:8][CH2:7][CH2:6][CH:5]2[OH:12].[CH3:13][N:14]1[CH2:19][CH2:18][N:17]([C:20]([C:22]2[CH:27]=[CH:26][C:25](B3OC(C)(C)C(C)(C)O3)=[CH:24][CH:23]=2)=[O:21])[CH2:16][CH2:15]1. (5) Reactant: [F:1][C:2]1[CH:3]=[C:4]([NH2:10])[CH:5]=[N:6][C:7]=1[O:8][CH3:9].[Cl:11][C:12]1[CH:13]=[C:14]([C:19]2[N:24]=[C:23]([CH3:25])[N:22]=[C:21]([NH:26][CH2:27][CH2:28][O:29][CH3:30])[N:20]=2)[C:15](F)=[N:16][CH:17]=1.[Li+].C[Si]([N-][Si](C)(C)C)(C)C. Product: [Cl:11][C:12]1[CH:13]=[C:14]([C:19]2[N:24]=[C:23]([CH3:25])[N:22]=[C:21]([NH:26][CH2:27][CH2:28][O:29][CH3:30])[N:20]=2)[C:15]([NH:10][C:4]2[CH:5]=[N:6][C:7]([O:8][CH3:9])=[C:2]([F:1])[CH:3]=2)=[N:16][CH:17]=1. The catalyst class is: 1.